Dataset: Experimentally validated miRNA-target interactions with 360,000+ pairs, plus equal number of negative samples. Task: Binary Classification. Given a miRNA mature sequence and a target amino acid sequence, predict their likelihood of interaction. (1) The miRNA is hsa-miR-3153 with sequence GGGGAAAGCGAGUAGGGACAUUU. The protein sequence of the target gene is MDDVPAPTPAPAPPAAAAPRVPFHCSECGKSFRYRSDLRRHFARHTALKPHACPRCGKGFKHSFNLANHLRSHTGERPYRCSACPKGFRDSTGLLHHQVVHTGEKPYCCLVCELRFSSRSSLGRHLKRQHRGVLPSPLQPGPGLPALSAPCSVCCNVGPCSVCGGSGAGGGEGPEGAGAGLGSWGLAEAAAAAAASLPPFACGACARRFDHGRELAAHWAAHTDVKPFKCPRCERDFNAPALLERHKLTHDLQGPGAPPAQAWAAGPGAGPETAGEGTAAEAGDAPLASDRRLLLGPAGG.... Result: 1 (interaction). (2) The miRNA is mmu-miR-344g-3p with sequence CAGGCUCUAGCCAGGGGCUUGA. The protein sequence of the target gene is MTTTIRQFTSSSSIKGSSGLGGGSSRTSCRLSGSLGAGSCRLGSASGLGSALGSNSYSSCYSFGTGSGYGGNFGGVDGLLAGGEKATMQNLNDRLASYLDKVRALEEANTELEVKIRDWYQKQAPGPARDYSAYYHTIEDLKNKILVATVDNASILLQIDNARLAADDFRTKFETEQALRMSVEADINGLRRVLDELTLARADLEMQIENLKEELAYLKKNHEEEMNALRGQVGGEINVEMDAAPGVDLSRILSEMRDQYEKMAEKNRKDAEDWFFSKTEELNREVATNSELVQSGKSEI.... Result: 0 (no interaction). (3) Result: 1 (interaction). The protein sequence of the target gene is MEPEREGTERHPRKVRESRQAPNKLVGAAEAMKAGWDLEESQPEAKKARLSTILFTDNCEVTHDQLCELLKYAVLGKSNVPKPSWCQLFHQNHLNNVVVFVLQGMSQLHFYRFYLEFGCLRKAFRHKFRLPPPSSDFLADVVGLQTEQRAGDLPKTMEGPLPSNAKAAINLQDDPIIQKYGSKKVGLTRCLLTKEEMRTFHFPLQGFPDCENFLLTKCNGSIADNSPLFGLDCEMCLTSKGRELTRISLVAEGGCCVMDELVKPENKILDYLTSFSGITKKILNPVTTKLKDVQRQLKAL.... The miRNA is hsa-miR-215-5p with sequence AUGACCUAUGAAUUGACAGAC. (4) The miRNA is hsa-miR-302e with sequence UAAGUGCUUCCAUGCUU. The protein sequence of the target gene is MKAGATSMWASCCGLLNEVMGTGAVRGQQSAFAGATGPFRFTPNPEFSTYPPAATEGPNIVCKACGLSFSVFRKKHVCCDCKKDFCSVCSVLQENLRRCSTCHLLQETAFQRPQLMRLKVKDLRQYLILRNIPIDTCREKEDLVDLVLCHHGLGSEDDMDTSSLNSSRSQTSSFFTRSFFSNYTAPSATMSSFQGELMDGDQTSRSGVPAQVQSEITSANTEDDDDDDDEDDDDEEENAEDRNPGLSKERVRASLSDLSSLDDVEGMSVRQLKEILARNFVNYSGCCEKWELVEKVNRLY.... Result: 1 (interaction). (5) The miRNA is mmu-let-7f-5p with sequence UGAGGUAGUAGAUUGUAUAGUU. The protein sequence of the target gene is MEAVKTFNSELYSLNDYKPPISKAKMTQITKAAIKAIKFYKHVVQSVEKFIQKCKPEYKVPGLYVIDSIVRQSRHQFGQEKDVFAPRFSNNIISTFQNLYRCPGDDKSKIVRVLNLWQKNNVFKSEIIQPLLDMAAGIPPPVVTPVLASTTTAMSNTPGTPVTPVTPANVVQGLPDPWVSQITNTDTLAAVAQILQSPQGQQLQQLIQTLQIQQQKPQPSILQALDAGLVVQLQALTAQLTAAAAAANTLTPLEQGVSFNKKLMDRFDFGEDSEHSEEPKKEIPASQLSHVSESVNNSIF.... Result: 0 (no interaction). (6) The miRNA is hsa-miR-130b-3p with sequence CAGUGCAAUGAUGAAAGGGCAU. The protein sequence of the target gene is MKEVVYWSPKKVADWLLENAMPEYCEPLEHFTGQDLINLTQEDFKKPPLCRVSSDNGQRLLDMIETLKMEHHLEAHKNGHANGHLNIGVDIPTPDGSFSIKIKPNGMPNGYRKEMIKIPMPELERSQYPMEWGKTFLAFLYALSCFVLTTVMISVVHERVPPKEVQPPLPDTFFDHFNRVQWAFSICEINGMILVGLWLIQWLLLKYKSIISRRFFCIVGTLYLYRCITMYVTTLPVPGMHFNCSPKLFGDWEAQLRRIMKLIAGGGLSITGSHNMCGDYLYSGHTVMLTLTYLFIKEYS.... Result: 1 (interaction). (7) The miRNA is hsa-miR-588 with sequence UUGGCCACAAUGGGUUAGAAC. The protein sequence of the target gene is MAEYSYVKSTKLVLKGTKTKSKKKKSKDKKRKREEDEETQLDIVGIWWTVTNFGEISGTIAIEMDKGTYIHALDNGLFTLGAPHKEVDEGPSPPEQFTAVKLSDSRIALKSGYGKYLGINSDGLVVGRSDAIGPREQWEPVFQNGKMALLASNSCFIRCNEAGDIEAKSKTAGEEEMIKIRSCAERETKKKDDIPEEDKGNVKQCEINYVKKFQSFQDHKLKISKEDSKILKKARKDGFLHETLLDRRAKLKADRYCK. Result: 0 (no interaction). (8) Result: 1 (interaction). The protein sequence of the target gene is MYDPERRWSLSFAGCGFLGFYHVGATLCLSERAPHLLRDARTFFGCSAGALHAVTFVCSLPLGRIMEILMDLVRKARSRNIGTLHPFFNINKCIRDGLQESLPDNVHQVISGKVHISLTRVSDGENVLVSEFHSKDEVVDALVCSCFIPLFSGLIPPSFRGERYVDGGVSDNVPVLDAKTTITVSPFYGEHDICPKVKSTNFFHVNITNLSLRLCTGNLQLLTRALFPSDVKVMGELCYQGYLDAFRFLEENGICNGPQRSLSLSLVAPEACLENGKLVGDKVPVSLCFTDENIWETLSP.... The miRNA is mmu-miR-3066-5p with sequence UUGGUUGCUGUAGAUUAAGUAG.